From a dataset of Forward reaction prediction with 1.9M reactions from USPTO patents (1976-2016). Predict the product of the given reaction. (1) Given the reactants C([O:3][C:4]([C@@H:6]1[C@H:11]2[C@H:12]3[C@H:21]([CH2:22][CH2:23][C@:9]2([CH3:10])[C@@H:8]([O:26][CH2:27][O:28][CH3:29])[CH2:7]1)[C:20]1[CH:19]=[CH:18][C:17]([O:24][CH3:25])=[CH:16][C:15]=1[CH2:14][CH2:13]3)=O)C.[H-].[H-].[H-].[H-].[Li+].[Al+3], predict the reaction product. The product is: [OH:3][CH2:4][C@@H:6]1[C@H:11]2[C@H:12]3[C@H:21]([CH2:22][CH2:23][C@:9]2([CH3:10])[C@@H:8]([O:26][CH2:27][O:28][CH3:29])[CH2:7]1)[C:20]1[CH:19]=[CH:18][C:17]([O:24][CH3:25])=[CH:16][C:15]=1[CH2:14][CH2:13]3. (2) Given the reactants [C:1]([C:3]1[C:19]([OH:20])=[C:18]([O:21]C)[CH:17]=[C:16]([C:23]#[N:24])[C:4]=1[CH2:5][C:6]1[CH:11]=[CH:10][C:9]([CH2:12][C:13]([OH:15])=[O:14])=[CH:8][CH:7]=1)#[N:2].BrC1C(C#N)=C(O)C(OC)=CC=1C#N.CC1(C)C(C)(C)OB(CC2C=CC(CC(O)=O)=CC=2)O1, predict the reaction product. The product is: [C:1]([C:3]1[C:19]([OH:20])=[C:18]([OH:21])[CH:17]=[C:16]([C:23]#[N:24])[C:4]=1[CH2:5][C:6]1[CH:11]=[CH:10][C:9]([CH2:12][C:13]([OH:15])=[O:14])=[CH:8][CH:7]=1)#[N:2]. (3) Given the reactants Br[C:2]1[CH:11]=[C:10]2[C:5]([C:6]([OH:17])=[CH:7][C:8]([C:12]([O:14][CH2:15][CH3:16])=[O:13])=[CH:9]2)=[CH:4][CH:3]=1.[CH3:18][S:19][C:20]1[CH:25]=[CH:24][C:23](B(O)O)=[CH:22][CH:21]=1.C([O-])([O-])=O.[Na+].[Na+].[NH4+].[OH-], predict the reaction product. The product is: [OH:17][C:6]1[C:5]2[C:10](=[CH:11][C:2]([C:23]3[CH:24]=[CH:25][C:20]([S:19][CH3:18])=[CH:21][CH:22]=3)=[CH:3][CH:4]=2)[CH:9]=[C:8]([C:12]([O:14][CH2:15][CH3:16])=[O:13])[CH:7]=1. (4) Given the reactants [CH2:1]([O:8][C:9]([NH:11][C@H:12]([C:16]([O:18][C:19]1[CH:20]=[C:21]([CH:27]=[CH:28][CH:29]=1)[C:22]([O:24][CH2:25]Cl)=[O:23])=[O:17])[CH:13]([CH3:15])[CH3:14])=[O:10])[C:2]1[CH:7]=[CH:6][CH:5]=[CH:4][CH:3]=1.[I-:30].[Na+], predict the reaction product. The product is: [CH2:1]([O:8][C:9]([NH:11][C@H:12]([C:16]([O:18][C:19]1[CH:20]=[C:21]([CH:27]=[CH:28][CH:29]=1)[C:22]([O:24][CH2:25][I:30])=[O:23])=[O:17])[CH:13]([CH3:15])[CH3:14])=[O:10])[C:2]1[CH:7]=[CH:6][CH:5]=[CH:4][CH:3]=1. (5) Given the reactants Cl.[NH2:2][CH2:3][C:4]1[CH:12]=[CH:11][CH:10]=[C:9]2[C:5]=1[C:6](=[O:22])[N:7]([CH:14]1[CH2:19][CH2:18][C:17](=[O:20])[NH:16][C:15]1=[O:21])[C:8]2=[O:13].[Cl:23][C:24]1[CH:25]=[C:26]([N:31]=[C:32]=[O:33])[CH:27]=[CH:28][C:29]=1[CH3:30].C(N(C(C)C)CC)(C)C, predict the reaction product. The product is: [Cl:23][C:24]1[CH:25]=[C:26]([NH:31][C:32]([NH:2][CH2:3][C:4]2[CH:12]=[CH:11][CH:10]=[C:9]3[C:5]=2[C:6](=[O:22])[N:7]([CH:14]2[CH2:19][CH2:18][C:17](=[O:20])[NH:16][C:15]2=[O:21])[C:8]3=[O:13])=[O:33])[CH:27]=[CH:28][C:29]=1[CH3:30]. (6) Given the reactants [N:1]([C@@H:4]1[C@@H:8]([OH:9])[CH2:7][N:6]([C:10]([O:12][C:13]([CH3:16])([CH3:15])[CH3:14])=[O:11])[CH2:5]1)=[N+:2]=[N-:3].N1C=CC=CC=1.[CH3:23][S:24](Cl)(=[O:26])=[O:25], predict the reaction product. The product is: [N:1]([C@@H:4]1[C@@H:8]([O:9][S:24]([CH3:23])(=[O:26])=[O:25])[CH2:7][N:6]([C:10]([O:12][C:13]([CH3:16])([CH3:15])[CH3:14])=[O:11])[CH2:5]1)=[N+:2]=[N-:3]. (7) Given the reactants Cl[C:2]1[CH:24]=C(Cl)[CH:22]=[CH:21][C:3]=1[CH2:4][NH:5][C:6]([C:8]1[C:9](=[O:20])[NH:10][N:11]=[C:12]([C:14]2[CH:19]=[CH:18][N:17]=[CH:16][CH:15]=2)[CH:13]=1)=[O:7].O=C1C(C(O)=O)=CC(C2C=CN=CC=2)=N[NH:28]1.C(Cl)(=O)C(Cl)=O.NCC1C=CN=CC=1, predict the reaction product. The product is: [O:20]=[C:9]1[C:8]([C:6]([NH:5][CH2:4][C:3]2[CH:2]=[CH:24][N:28]=[CH:22][CH:21]=2)=[O:7])=[CH:13][C:12]([C:14]2[CH:15]=[CH:16][N:17]=[CH:18][CH:19]=2)=[N:11][NH:10]1. (8) Given the reactants [CH3:1][S:2]([NH:5][CH2:6][C:7]1[CH:12]=[CH:11][C:10]([CH:13]([CH3:19])[C:14]([O:16]CC)=[O:15])=[CH:9][CH:8]=1)(=[O:4])=[O:3].O1CCCC1.O.[OH-].[Na+], predict the reaction product. The product is: [CH3:1][S:2]([NH:5][CH2:6][C:7]1[CH:12]=[CH:11][C:10]([CH:13]([CH3:19])[C:14]([OH:16])=[O:15])=[CH:9][CH:8]=1)(=[O:4])=[O:3]. (9) Given the reactants [Br:1][C:2]1[CH:7]=[CH:6][C:5]([OH:8])=[C:4]([F:9])[CH:3]=1.[C:10]([O:14][C:15]([N:17]1[CH2:23][CH2:22][CH2:21][C@H:18]1[CH2:19]O)=[O:16])([CH3:13])([CH3:12])[CH3:11].CC(OC(/N=N/C(OC(C)C)=O)=O)C, predict the reaction product. The product is: [Br:1][C:2]1[CH:7]=[CH:6][C:5]([O:8][CH2:19][CH:18]2[CH2:21][CH2:22][CH2:23][N:17]2[C:15]([O:14][C:10]([CH3:11])([CH3:13])[CH3:12])=[O:16])=[C:4]([F:9])[CH:3]=1.